This data is from Reaction yield outcomes from USPTO patents with 853,638 reactions. The task is: Predict the reaction yield, written as a fraction of the theoretical maximum amount of product (1.0 means a 100% yield; for example, 0.34 means a 34% yield). (1) The reactants are [CH2:1]([C:5]1[CH:10]=[CH:9][C:8]([C:11]#[C:12][C:13]2[CH:31]=[CH:30][C:16]([CH2:17][NH:18][C:19]3[CH:20]=[CH:21][C:22]([F:29])=[C:23]([CH:28]=3)[C:24]([O:26][CH3:27])=[O:25])=[CH:15][CH:14]=2)=[CH:7][CH:6]=1)[CH2:2][CH2:3][CH3:4].[CH:32](=O)[CH:33]([CH3:35])[CH3:34].C(O[BH-](OC(=O)C)OC(=O)C)(=O)C.C([O-])(O)=O.[Na+]. The catalyst is ClCCCl. The product is [CH2:1]([C:5]1[CH:6]=[CH:7][C:8]([C:11]#[C:12][C:13]2[CH:14]=[CH:15][C:16]([CH2:17][N:18]([CH2:32][CH:33]([CH3:35])[CH3:34])[C:19]3[CH:20]=[CH:21][C:22]([F:29])=[C:23]([CH:28]=3)[C:24]([O:26][CH3:27])=[O:25])=[CH:30][CH:31]=2)=[CH:9][CH:10]=1)[CH2:2][CH2:3][CH3:4]. The yield is 0.190. (2) The reactants are [C:1]([C:3]1[N:11]=[CH:10][C:9]2[NH:8][C:7]3[N:12]=[CH:13][C:14]([C:16]4[CH:21]=[CH:20][C:19]([CH2:22][N:23]5[CH2:28][CH2:27][CH2:26][CH2:25][CH2:24]5)=[CH:18][CH:17]=4)=[CH:15][C:6]=3[C:5]=2[CH:4]=1)#[N:2].C1(C2[O:37]N2S(C2C=CC=CC=2)(=O)=O)C=CC=CC=1. The catalyst is C(Cl)Cl. The product is [C:1]([C:3]1[N:11]=[CH:10][C:9]2[NH:8][C:7]3=[N+:12]([O-:37])[CH:13]=[C:14]([C:16]4[CH:17]=[CH:18][C:19]([CH2:22][N:23]5[CH2:28][CH2:27][CH2:26][CH2:25][CH2:24]5)=[CH:20][CH:21]=4)[CH:15]=[C:6]3[C:5]=2[CH:4]=1)#[N:2]. The yield is 0.900. (3) The reactants are [O:1]=[S:2]1(=[O:8])[CH2:7][CH2:6][CH2:5][CH2:4][NH:3]1.[H-].[Na+].F[C:12]1[CH:19]=[CH:18][CH:17]=[CH:16][C:13]=1[C:14]#[N:15]. The catalyst is CN(C)C=O.O. The product is [O:1]=[S:2]1(=[O:8])[CH2:7][CH2:6][CH2:5][CH2:4][N:3]1[C:12]1[CH:19]=[CH:18][CH:17]=[CH:16][C:13]=1[C:14]#[N:15]. The yield is 0.700. (4) The reactants are [CH:1]1([NH:4][C:5](=[O:43])[NH:6][C:7]2[CH:41]=[CH:40][C:10]([O:11][C:12]3[CH:17]=[CH:16][N:15]=[C:14]4[CH:18]=[C:19]([C:21]5[N:26]=[CH:25][C:24]([CH2:27][N:28]([CH2:36][CH2:37][O:38][CH3:39])C(=O)OC(C)(C)C)=[CH:23][CH:22]=5)[S:20][C:13]=34)=[C:9]([F:42])[CH:8]=2)[CH2:3][CH2:2]1.C(O)(C(F)(F)F)=O.C(OCC)C. The catalyst is ClCCl. The product is [CH:1]1([NH:4][C:5]([NH:6][C:7]2[CH:41]=[CH:40][C:10]([O:11][C:12]3[CH:17]=[CH:16][N:15]=[C:14]4[CH:18]=[C:19]([C:21]5[CH:22]=[CH:23][C:24]([CH2:27][NH:28][CH2:36][CH2:37][O:38][CH3:39])=[CH:25][N:26]=5)[S:20][C:13]=34)=[C:9]([F:42])[CH:8]=2)=[O:43])[CH2:3][CH2:2]1. The yield is 0.820. (5) The reactants are [C:1]([O:4][CH2:5][C:6]([CH3:36])([CH3:35])[CH2:7][N:8]1[C:14]2[CH:15]=[CH:16][C:17]([Cl:19])=[CH:18][C:13]=2[C@@H:12]([C:20]2[CH:25]=[CH:24][CH:23]=[C:22]([O:26][CH3:27])[C:21]=2[O:28][CH3:29])[O:11][C@H:10]([CH2:30][C:31]([OH:33])=O)[C:9]1=[O:34])(=[O:3])[CH3:2].C(N(CC)CC)C.ClC(OCC(C)C)=O.[NH2:52][C:53]1[S:54][C:55]([C:59]([O:61][C:62]([CH3:65])([CH3:64])[CH3:63])=[O:60])=[C:56]([CH3:58])[N:57]=1.N1C=CC=CC=1. The catalyst is CN(C)C=O.O. The product is [C:1]([O:4][CH2:5][C:6]([CH3:36])([CH3:35])[CH2:7][N:8]1[C:14]2[CH:15]=[CH:16][C:17]([Cl:19])=[CH:18][C:13]=2[C@@H:12]([C:20]2[CH:25]=[CH:24][CH:23]=[C:22]([O:26][CH3:27])[C:21]=2[O:28][CH3:29])[O:11][C@H:10]([CH2:30][C:31]([NH:52][C:53]2[S:54][C:55]([C:59]([O:61][C:62]([CH3:65])([CH3:64])[CH3:63])=[O:60])=[C:56]([CH3:58])[N:57]=2)=[O:33])[C:9]1=[O:34])(=[O:3])[CH3:2]. The yield is 0.363. (6) The reactants are [C:1]1([CH:7]2[C:16]3[C:11]4=[C:12]([CH:18]([C:21]5[CH:26]=[CH:25][CH:24]=[CH:23][CH:22]=5)[CH2:19][CH2:20][N:10]4[CH2:9][CH2:8]2)[CH:13]=[C:14]([NH2:17])[CH:15]=3)[CH:6]=[CH:5][CH:4]=[CH:3][CH:2]=1.[CH2:27]([N:30]=[C:31]=[S:32])[CH2:28][CH3:29]. The catalyst is ClCCl. The product is [C:21]1([CH:18]2[C:12]3[C:11]4=[C:16]([CH:7]([C:1]5[CH:2]=[CH:3][CH:4]=[CH:5][CH:6]=5)[CH2:8][CH2:9][N:10]4[CH2:20][CH2:19]2)[CH:15]=[C:14]([NH:17][C:31]([NH:30][CH2:27][CH2:28][CH3:29])=[S:32])[CH:13]=3)[CH:26]=[CH:25][CH:24]=[CH:23][CH:22]=1. The yield is 0.490. (7) The reactants are [C:1]([O:5][C:6]([N:8]1[CH2:13][CH2:12][CH2:11][C@@H:10]2[CH2:14][N:15]([C:17]3[C:25]([F:26])=[CH:24][C:23]([C:27]([OH:29])=O)=[C:22]4[C:18]=3[C:19]([CH3:31])=[C:20]([CH3:30])[NH:21]4)[CH2:16][C@H:9]12)=[O:7])([CH3:4])([CH3:3])[CH3:2].[NH4+].[Cl-].C[N:35](C(ON1N=NC2C=CC=NC1=2)=[N+](C)C)C.F[P-](F)(F)(F)(F)F.C(N(CC)CC)C. The catalyst is CN(C=O)C.C(Cl)Cl. The product is [C:27]([C:23]1[CH:24]=[C:25]([F:26])[C:17]([N:15]2[CH2:14][C@@H:10]3[C@@H:9]([N:8]([C:6]([O:5][C:1]([CH3:3])([CH3:2])[CH3:4])=[O:7])[CH2:13][CH2:12][CH2:11]3)[CH2:16]2)=[C:18]2[C:22]=1[NH:21][C:20]([CH3:30])=[C:19]2[CH3:31])(=[O:29])[NH2:35]. The yield is 0.920.